Task: Predict which catalyst facilitates the given reaction.. Dataset: Catalyst prediction with 721,799 reactions and 888 catalyst types from USPTO (1) Reactant: Cl[C:2]1[N:3]([CH3:21])[C:4](=[O:20])[CH:5]=[C:6]([C:8]2[CH:13]=[CH:12][N:11]=[C:10]([C:14]3[CH:19]=[CH:18][CH:17]=[CH:16][CH:15]=3)[N:9]=2)[N:7]=1.Cl.[CH3:23][C@@H:24]1[CH2:29][O:28][CH2:27][CH2:26][NH:25]1.C(N(C(C)C)CC)(C)C.O. Product: [CH3:21][N:3]1[C:4](=[O:20])[CH:5]=[C:6]([C:8]2[CH:13]=[CH:12][N:11]=[C:10]([C:14]3[CH:19]=[CH:18][CH:17]=[CH:16][CH:15]=3)[N:9]=2)[N:7]=[C:2]1[N:25]1[CH2:26][CH2:27][O:28][CH2:29][C@H:24]1[CH3:23]. The catalyst class is: 9. (2) Reactant: N([O-])=O.[Na+].[NH2:5][C:6]1[CH:11]=[CH:10][C:9]([N:12]2[CH2:17][CH2:16][C:15](=[O:18])[CH2:14][CH2:13]2)=[C:8]([F:19])[CH:7]=1.[N-:20]=[N+:21]=[N-].[Na+].C([O-])(=O)C.[Na+]. Product: [N:5]([C:6]1[CH:11]=[CH:10][C:9]([N:12]2[CH2:17][CH2:16][C:15](=[O:18])[CH2:14][CH2:13]2)=[C:8]([F:19])[CH:7]=1)=[N+:20]=[N-:21]. The catalyst class is: 33. (3) Reactant: Br[C:2]1[CH:9]=[C:8]([CH2:10][O:11][CH:12]([C:17]2[S:21][C:20]([C:22]3[CH:23]=[N:24][C:25]([C:28]([F:31])([F:30])[F:29])=[CH:26][CH:27]=3)=[N:19][C:18]=2[CH3:32])[C:13]([F:16])([F:15])[F:14])[CH:7]=[CH:6][C:3]=1[C:4]#[N:5].FC(F)(F)C(C1S[C:40]([C:42]2[CH:43]=NC(C(F)(F)F)=CC=2)=NC=1C)O.BrC1C=C(CBr)C=CC=1C#N.C1(P(C2CCCCC2)C2CCCCC2)CCCCC1.C1(B(O)O)CC1. Product: [CH:43]1([C:2]2[CH:9]=[C:8]([CH2:10][O:11][CH:12]([C:17]3[S:21][C:20]([C:22]4[CH:23]=[N:24][C:25]([C:28]([F:31])([F:30])[F:29])=[CH:26][CH:27]=4)=[N:19][C:18]=3[CH3:32])[C:13]([F:14])([F:16])[F:15])[CH:7]=[CH:6][C:3]=2[C:4]#[N:5])[CH2:42][CH2:40]1. The catalyst class is: 727. (4) Reactant: [CH3:1][C:2]1[CH:3]=[CH:4][C:5]([S:9][C:10]2[CH:11]=[CH:12][CH:13]=[CH:14][C:15]=2[N:16]2[CH2:21][CH2:20][NH:19][CH2:18][CH2:17]2)=[C:6]([CH3:8])[CH:7]=1.[C:22]1([CH3:32])[CH:27]=[CH:26][C:25]([S:28]([OH:31])(=[O:30])=[O:29])=[CH:24][CH:23]=1. Product: [CH3:1][C:2]1[CH:3]=[CH:4][C:5]([S:9][C:10]2[CH:11]=[CH:12][CH:13]=[CH:14][C:15]=2[N:16]2[CH2:17][CH2:18][NH:19][CH2:20][CH2:21]2)=[C:6]([CH3:8])[CH:7]=1.[CH3:32][C:22]1[CH:27]=[CH:26][C:25]([S:28]([OH:31])(=[O:30])=[O:29])=[CH:24][CH:23]=1. The catalyst class is: 5. (5) Reactant: [I:1]Cl.[Cl:3][C:4]1[CH:5]=[CH:6][C:7]2[N:8]([CH:10]=[C:11]([C:13]3[S:14][CH:15]=[CH:16][CH:17]=3)[N:12]=2)[N:9]=1.C(=O)(O)[O-].[K+].S([O-])([O-])(=O)=S.[Na+].[Na+]. The catalyst class is: 526. Product: [Cl:3][C:4]1[CH:5]=[CH:6][C:7]2[N:8]([C:10]([I:1])=[C:11]([C:13]3[S:14][CH:15]=[CH:16][CH:17]=3)[N:12]=2)[N:9]=1. (6) Reactant: [Cl:1][CH2:2][CH2:3][O:4][C:5]1[CH:10]=[CH:9][C:8]([CH:11]=[C:12]([O:17][CH2:18][CH3:19])[C:13]([O:15][CH3:16])=[O:14])=[CH:7][CH:6]=1. Product: [Cl:1][CH2:2][CH2:3][O:4][C:5]1[CH:6]=[CH:7][C:8]([CH2:11][CH:12]([O:17][CH2:18][CH3:19])[C:13]([O:15][CH3:16])=[O:14])=[CH:9][CH:10]=1. The catalyst class is: 304. (7) Reactant: [N:1]1[C:6]2[CH:7]=[CH:8][N:9]=[CH:10][C:5]=2[C:4](=[S:11])[NH:3][CH:2]=1.[CH2:12](N(CC)CC)C.IC. Product: [CH3:12][S:11][C:4]1[C:5]2[CH:10]=[N:9][CH:8]=[CH:7][C:6]=2[N:1]=[CH:2][N:3]=1. The catalyst class is: 16.